This data is from Reaction yield outcomes from USPTO patents with 853,638 reactions. The task is: Predict the reaction yield, written as a fraction of the theoretical maximum amount of product (1.0 means a 100% yield; for example, 0.34 means a 34% yield). The reactants are [C:1]([N:8]1[CH2:14][CH2:13][CH2:12][C@@H:9]1[CH2:10][OH:11])([O:3][C:4]([CH3:7])([CH3:6])[CH3:5])=[O:2].[S:15](Cl)([C:18]1[CH:24]=[CH:23][C:21]([CH3:22])=[CH:20][CH:19]=1)(=[O:17])=[O:16]. The catalyst is N1C=CC=CC=1. The product is [C:4]([O:3][C:1]([N:8]1[CH2:14][CH2:13][CH2:12][C@@H:9]1[CH2:10][O:11][S:15]([C:18]1[CH:24]=[CH:23][C:21]([CH3:22])=[CH:20][CH:19]=1)(=[O:17])=[O:16])=[O:2])([CH3:7])([CH3:6])[CH3:5]. The yield is 0.910.